Dataset: NCI-60 drug combinations with 297,098 pairs across 59 cell lines. Task: Regression. Given two drug SMILES strings and cell line genomic features, predict the synergy score measuring deviation from expected non-interaction effect. (1) Synergy scores: CSS=8.07, Synergy_ZIP=-3.07, Synergy_Bliss=-2.78, Synergy_Loewe=-19.7, Synergy_HSA=-11.8. Cell line: KM12. Drug 1: C1CCC(C(C1)N)N.C(=O)(C(=O)[O-])[O-].[Pt+4]. Drug 2: CC12CCC3C(C1CCC2OP(=O)(O)O)CCC4=C3C=CC(=C4)OC(=O)N(CCCl)CCCl.[Na+]. (2) Drug 1: C1=CC(=CC=C1CCC2=CNC3=C2C(=O)NC(=N3)N)C(=O)NC(CCC(=O)O)C(=O)O. Drug 2: CC1CCCC2(C(O2)CC(NC(=O)CC(C(C(=O)C(C1O)C)(C)C)O)C(=CC3=CSC(=N3)C)C)C. Cell line: RXF 393. Synergy scores: CSS=6.56, Synergy_ZIP=-5.80, Synergy_Bliss=-6.55, Synergy_Loewe=-5.57, Synergy_HSA=-5.20. (3) Drug 1: C1C(C(OC1N2C=C(C(=O)NC2=O)F)CO)O. Synergy scores: CSS=12.3, Synergy_ZIP=-4.67, Synergy_Bliss=-1.75, Synergy_Loewe=-23.9, Synergy_HSA=-1.13. Drug 2: C1=CN(C=N1)CC(O)(P(=O)(O)O)P(=O)(O)O. Cell line: OVCAR-4. (4) Drug 1: C1=NC2=C(N=C(N=C2N1C3C(C(C(O3)CO)O)O)F)N. Drug 2: C1CNP(=O)(OC1)N(CCCl)CCCl. Cell line: NCIH23. Synergy scores: CSS=1.56, Synergy_ZIP=0.467, Synergy_Bliss=2.40, Synergy_Loewe=-3.64, Synergy_HSA=-2.37.